This data is from Full USPTO retrosynthesis dataset with 1.9M reactions from patents (1976-2016). The task is: Predict the reactants needed to synthesize the given product. (1) Given the product [NH2:26][C:20]1[C:19]([C:17]2[O:16][N:15]=[C:14]([CH2:13][C:12]3[CH:27]=[CH:28][C:9]([OH:8])=[CH:10][CH:11]=3)[CH:18]=2)=[CH:24][CH:23]=[C:22]([NH2:25])[N:21]=1, predict the reactants needed to synthesize it. The reactants are: C([O:8][C:9]1[CH:28]=[CH:27][C:12]([CH2:13][C:14]2[CH:18]=[C:17]([C:19]3[C:20]([NH2:26])=[N:21][C:22]([NH2:25])=[CH:23][CH:24]=3)[O:16][N:15]=2)=[CH:11][CH:10]=1)C1C=CC=CC=1.C1(SC)C=CC=CC=1.C(=O)([O-])O.[Na+]. (2) The reactants are: [C:1]([O:5][C:6]([N:8]1[CH2:12][CH2:11][C@@H:10]([NH:13][C:14]2[CH:19]=[CH:18][C:17]([N+:20]([O-])=O)=[CH:16][C:15]=2[F:23])[CH2:9]1)=[O:7])([CH3:4])([CH3:3])[CH3:2].Cl[C:25]([O:27][CH2:28][C:29]1[CH:34]=[CH:33][CH:32]=[CH:31][CH:30]=1)=[O:26]. Given the product [C:1]([O:5][C:6]([N:8]1[CH2:12][CH2:11][C@@H:10]([N:13]([C:25]([O:27][CH2:28][C:29]2[CH:34]=[CH:33][CH:32]=[CH:31][CH:30]=2)=[O:26])[C:14]2[CH:19]=[CH:18][C:17]([NH:20][C:25]([O:27][CH2:28][C:29]3[CH:34]=[CH:33][CH:32]=[CH:31][CH:30]=3)=[O:26])=[CH:16][C:15]=2[F:23])[CH2:9]1)=[O:7])([CH3:4])([CH3:3])[CH3:2], predict the reactants needed to synthesize it. (3) Given the product [N:35]1[CH:34]=[CH:33][C:32]([C:23]2[CH:24]=[C:25]([C:28]([F:30])([F:29])[F:31])[CH:26]=[CH:27][C:22]=2[C:18]2[C:19]3[C:14](=[CH:13][C:12]([S:9]([NH:8][C:38]4[S:42][N:41]=[CH:40][N:39]=4)(=[O:11])=[O:10])=[CH:21][CH:20]=3)[CH:15]=[CH:16][N:17]=2)=[CH:37][CH:36]=1, predict the reactants needed to synthesize it. The reactants are: COC1C=CC(C[N:8]([C:38]2[S:42][N:41]=[CH:40][N:39]=2)[S:9]([C:12]2[CH:13]=[C:14]3[C:19](=[CH:20][CH:21]=2)[C:18]([C:22]2[CH:27]=[CH:26][C:25]([C:28]([F:31])([F:30])[F:29])=[CH:24][C:23]=2[C:32]2[CH:37]=[CH:36][N:35]=[CH:34][CH:33]=2)=[N:17][CH:16]=[CH:15]3)(=[O:11])=[O:10])=CC=1.C(O)(C(F)(F)F)=O. (4) Given the product [C:18]([N:26]1[CH2:31][CH2:30][N:29]([C:12](=[O:14])[C:11]([C:7]2[C:6]3[C:10](=[C:2]([Cl:1])[N:3]=[CH:4][C:5]=3[F:16])[NH:9][CH:8]=2)=[O:15])[CH2:28][CH2:27]1)(=[O:25])[C:19]1[CH:24]=[CH:23][CH:22]=[CH:21][CH:20]=1, predict the reactants needed to synthesize it. The reactants are: [Cl:1][C:2]1[N:3]=[CH:4][C:5]([F:16])=[C:6]2[C:10]=1[NH:9][CH:8]=[C:7]2[C:11](=[O:15])[C:12]([O-:14])=O.[K+].[C:18]([N:26]1[CH2:31][CH2:30][NH:29][CH2:28][CH2:27]1)(=[O:25])[C:19]1[CH:24]=[CH:23][CH:22]=[CH:21][CH:20]=1.CCOP(ON1N=NC2C=CC=CC=2C1=O)(OCC)=O. (5) Given the product [C:12]([N:8]1[C:9]2[C:4](=[CH:3][C:2]([Br:1])=[CH:11][CH:10]=2)[N:5]([C:20]([O:19][C:17]2[CH:31]=[CH:30][C:29]([F:28])=[CH:34][C:33]=2[F:35])=[O:26])[CH2:6][C@@H:7]1[CH3:15])(=[O:14])[CH3:13], predict the reactants needed to synthesize it. The reactants are: [Br:1][C:2]1[CH:3]=[C:4]2[C:9](=[CH:10][CH:11]=1)[N:8]([C:12](=[O:14])[CH3:13])[C@@H:7]([CH3:15])[CH2:6][NH:5]2.Cl[C:17](Cl)([O:19][C:20](=[O:26])OC(Cl)(Cl)Cl)Cl.[F:28][C:29]1[CH:34]=[C:33]([F:35])C=[CH:31][C:30]=1O.CO.